Dataset: Peptide-MHC class I binding affinity with 185,985 pairs from IEDB/IMGT. Task: Regression. Given a peptide amino acid sequence and an MHC pseudo amino acid sequence, predict their binding affinity value. This is MHC class I binding data. (1) The peptide sequence is KAFSPEVIPMF. The MHC is HLA-A29:02 with pseudo-sequence HLA-A29:02. The binding affinity (normalized) is 0.275. (2) The peptide sequence is ALMEITSRY. The MHC is HLA-A01:01 with pseudo-sequence HLA-A01:01. The binding affinity (normalized) is 0.358.